Dataset: Forward reaction prediction with 1.9M reactions from USPTO patents (1976-2016). Task: Predict the product of the given reaction. (1) Given the reactants P12(SP3(SP(SP(S3)(S1)=S)(=S)S2)=S)=[S:2].[CH3:15][S:16][CH2:17][N:18]1[C:23](=[O:24])[N:22]2[CH:25]=[N:26][C:27]([C:28]([NH2:30])=O)=[C:21]2[N:20]=[N:19]1.C[Si](C)(C)O[Si](C)(C)C, predict the reaction product. The product is: [CH3:15][S:16][CH2:17][N:18]1[C:23](=[O:24])[N:22]2[CH:25]=[N:26][C:27]([C:28](=[S:2])[NH2:30])=[C:21]2[N:20]=[N:19]1. (2) Given the reactants S(=O)(=O)(O)O.[N+:6]([O-:9])(O)=[O:7].[CH:10]1[C:15]([C:16]2[C:25](=[O:26])[C:24]3[CH:23]=[CH:22][C:21]([OH:27])=[CH:20][C:19]=3[O:18][CH:17]=2)=[CH:14][CH:13]=[C:12]([OH:28])[CH:11]=1.O, predict the reaction product. The product is: [OH:27][C:21]1[CH:20]=[C:19]2[C:24]([C:25](=[O:26])[C:16]([C:15]3[CH:10]=[CH:11][C:12]([OH:28])=[C:13]([N+:6]([O-:9])=[O:7])[CH:14]=3)=[CH:17][O:18]2)=[CH:23][CH:22]=1. (3) Given the reactants I.[Cl:2][C:3]1[N:4]=[CH:5][N:6]([C:8]2[CH:13]=[CH:12][C:11]([NH:14][C:15](SC)=[NH:16])=[CH:10][C:9]=2[O:19][CH3:20])[CH:7]=1.[Cl:21][CH2:22][CH2:23][CH2:24][CH2:25][CH:26]([C:30]1[CH:35]=[CH:34][C:33]([O:36][CH2:37][C:38]([F:41])([F:40])[F:39])=[CH:32][CH:31]=1)[C:27](O)=O.CN1CCOCC1.C(N(CC)C(C)C)(C)C.[NH2:58][NH2:59], predict the reaction product. The product is: [Cl:21][CH2:22][CH2:23][CH2:24][CH2:25][CH:26]([C:27]1[NH:59][N:58]=[C:15]([NH:14][C:11]2[CH:12]=[CH:13][C:8]([N:6]3[CH:7]=[C:3]([Cl:2])[N:4]=[CH:5]3)=[C:9]([O:19][CH3:20])[CH:10]=2)[N:16]=1)[C:30]1[CH:35]=[CH:34][C:33]([O:36][CH2:37][C:38]([F:41])([F:40])[F:39])=[CH:32][CH:31]=1.